Dataset: Forward reaction prediction with 1.9M reactions from USPTO patents (1976-2016). Task: Predict the product of the given reaction. (1) The product is: [F:22][CH:18]([F:23])[O:16][C:11]1[CH:10]=[C:9]2[C:14]([CH:15]=[C:7]([C:1]3[CH:2]=[CH:3][CH:4]=[CH:5][CH:6]=3)[NH:8]2)=[CH:13][CH:12]=1. Given the reactants [C:1]1([C:7]2[NH:8][C:9]3[C:14]([CH:15]=2)=[CH:13][CH:12]=[C:11]([OH:16])[CH:10]=3)[CH:6]=[CH:5][CH:4]=[CH:3][CH:2]=1.Cl[C:18]([F:23])([F:22])C([O-])=O.[Na+].[OH-].[Na+].O, predict the reaction product. (2) Given the reactants [F:1][C:2]([F:32])([F:31])[C:3]1[CH:8]=[CH:7][C:6]([C:9]2[N:14]=[C:13]([CH:15]=[CH2:16])[N:12]=[C:11]([O:17][C:18]3[C:23]4[N:24]=[C:25](NC(=O)C)[S:26][C:22]=4[CH:21]=[CH:20][CH:19]=3)[CH:10]=2)=[CH:5][CH:4]=1.[C:33]([NH2:37])([CH3:36])([CH3:35])[CH3:34], predict the reaction product. The product is: [C:33]([NH:37][CH2:16][CH2:15][C:13]1[N:12]=[C:11]([O:17][C:18]2[C:23]3[N:24]=[CH:25][S:26][C:22]=3[CH:21]=[CH:20][CH:19]=2)[CH:10]=[C:9]([C:6]2[CH:7]=[CH:8][C:3]([C:2]([F:32])([F:31])[F:1])=[CH:4][CH:5]=2)[N:14]=1)([CH3:36])([CH3:35])[CH3:34]. (3) Given the reactants [F:1][C:2]1[CH:17]=[CH:16][C:5]([CH2:6][N:7]2[CH2:14][CH:13]3[NH:15][CH:9]([CH2:10][CH2:11][CH2:12]3)[CH2:8]2)=[CH:4][CH:3]=1.[C:18]([O:22][C:23]([NH:25][C:26]1[CH:31]=[C:30]([Cl:32])[CH:29]=[CH:28][C:27]=1/[CH:33]=[CH:34]/[C:35](O)=[O:36])=[O:24])([CH3:21])([CH3:20])[CH3:19].CCN=C=NCCCN(C)C.Cl.Cl, predict the reaction product. The product is: [C:18]([O:22][C:23](=[O:24])[NH:25][C:26]1[CH:31]=[C:30]([Cl:32])[CH:29]=[CH:28][C:27]=1/[CH:33]=[CH:34]/[C:35]([N:15]1[CH:9]2[CH2:10][CH2:11][CH2:12][CH:13]1[CH2:14][N:7]([CH2:6][C:5]1[CH:4]=[CH:3][C:2]([F:1])=[CH:17][CH:16]=1)[CH2:8]2)=[O:36])([CH3:21])([CH3:19])[CH3:20]. (4) Given the reactants [C:1]([C:4]1[C:16]([OH:17])=[C:15]([CH2:18][CH3:19])[CH:14]=[CH:13][C:5]=1[O:6][CH2:7][C:8]([O:10][CH2:11][CH3:12])=[O:9])(=O)[CH3:2].[O-]CC.[Na+].Cl, predict the reaction product. The product is: [CH3:2][C:1]1[C:4]2[C:16]([OH:17])=[C:15]([CH2:18][CH3:19])[CH:14]=[CH:13][C:5]=2[O:6][C:7]=1[C:8]([O:10][CH2:11][CH3:12])=[O:9]. (5) Given the reactants [CH2:1]([C:3]1[N:7]=[C:6]([C:8]2[S:12][C:11]([NH2:13])=[N:10][C:9]=2[C:14]2[CH:19]=[CH:18][CH:17]=[CH:16][CH:15]=2)[O:5][N:4]=1)[CH3:2].[C:20]1([CH2:26][C:27](Cl)=[O:28])[CH:25]=[CH:24][CH:23]=[CH:22][CH:21]=1, predict the reaction product. The product is: [CH2:1]([C:3]1[N:7]=[C:6]([C:8]2[S:12][C:11]([NH:13][C:27](=[O:28])[CH2:26][C:20]3[CH:25]=[CH:24][CH:23]=[CH:22][CH:21]=3)=[N:10][C:9]=2[C:14]2[CH:19]=[CH:18][CH:17]=[CH:16][CH:15]=2)[O:5][N:4]=1)[CH3:2].